This data is from TCR-epitope binding with 47,182 pairs between 192 epitopes and 23,139 TCRs. The task is: Binary Classification. Given a T-cell receptor sequence (or CDR3 region) and an epitope sequence, predict whether binding occurs between them. (1) The epitope is KAYNVTQAF. The TCR CDR3 sequence is CASSPTGTGEAFF. Result: 0 (the TCR does not bind to the epitope). (2) The epitope is IVTDFSVIK. The TCR CDR3 sequence is CASSLDTQYF. Result: 1 (the TCR binds to the epitope). (3) Result: 0 (the TCR does not bind to the epitope). The TCR CDR3 sequence is CASSLWDGREEKETQYF. The epitope is SEPVLKGVKL. (4) The epitope is LLDFVRFMGV. The TCR CDR3 sequence is CASTVLAGNTGELFF. Result: 0 (the TCR does not bind to the epitope). (5) The epitope is GVAMPNLYK. The TCR CDR3 sequence is CAISERATYYEQYF. Result: 1 (the TCR binds to the epitope).